From a dataset of Catalyst prediction with 721,799 reactions and 888 catalyst types from USPTO. Predict which catalyst facilitates the given reaction. (1) Reactant: CO[C:3]([C:9]1[CH:14]=[CH:13][CH:12]=[C:11]([N+:15]([O-:17])=[O:16])[CH:10]=1)=[C:4]([C:7]#[N:8])[C:5]#[N:6].Cl.[CH:19]([NH:22][NH2:23])([CH3:21])[CH3:20].C(N(CC)CC)C. Product: [NH2:6][C:5]1[N:22]([CH:19]([CH3:21])[CH3:20])[N:23]=[C:3]([C:9]2[CH:14]=[CH:13][CH:12]=[C:11]([N+:15]([O-:17])=[O:16])[CH:10]=2)[C:4]=1[C:7]#[N:8]. The catalyst class is: 8. (2) Reactant: Cl[C:2]1[CH:3]=[C:4]([CH:18]=[C:19]([NH:21][CH:22]([CH3:24])[CH3:23])[N:20]=1)[C:5]([NH:7][CH2:8][C:9]1[C:10](=[O:17])[NH:11][C:12]([CH3:16])=[CH:13][C:14]=1[CH3:15])=[O:6].B(O)O.[C:28]([O-:31])([O-])=O.[Na+].[Na+].O1[CH2:39][CH2:38]OCC1.O. Product: [CH3:15][C:14]1[CH:13]=[C:12]([CH3:16])[NH:11][C:10](=[O:17])[C:9]=1[CH2:8][NH:7][C:5](=[O:6])[C:4]1[CH:18]=[C:19]([NH:21][CH:22]([CH3:24])[CH3:23])[N:20]=[C:2]([C:39]2[CH:38]=[CH:5][C:4]([CH:28]=[O:31])=[CH:3][CH:2]=2)[CH:3]=1. The catalyst class is: 73. (3) Reactant: [F:1][C:2]1[CH:7]=[C:6]([F:8])[CH:5]=[CH:4][C:3]=1[CH:9]([S:13]([C:16]1[CH:21]=[CH:20][C:19]([CH3:22])=[CH:18][CH:17]=1)(=[O:15])=[O:14])[NH:10][CH:11]=O.P(Cl)(Cl)(Cl)=O.N1C(C)=CC=CC=1C. Product: [C:19]1([CH3:22])[CH:18]=[CH:17][C:16]([S:13]([CH:9]([N+:10]#[C-:11])[C:3]2[CH:4]=[CH:5][C:6]([F:8])=[CH:7][C:2]=2[F:1])(=[O:15])=[O:14])=[CH:21][CH:20]=1. The catalyst class is: 1. (4) Reactant: [CH3:1][CH:2]([OH:9])[CH2:3][CH2:4][CH2:5][CH2:6][CH:7]=[CH2:8].ICC(N)=O.N(/C(C#N)(C)C[CH2:19][C:20]([OH:22])=[O:21])=N\C(C#N)(C)C[CH2:19][C:20]([OH:22])=[O:21]. Product: [OH:9][CH:2]([CH3:1])[CH2:3][CH2:4][CH2:5][CH2:6][CH:7]1[O:22][C:20](=[O:21])[CH2:19][CH2:8]1. The catalyst class is: 6. (5) Reactant: [Si:1]([O:8][C@@H:9]1[C@H:13]([CH2:14][O:15][Si:16]([C:19]([CH3:22])([CH3:21])[CH3:20])([CH3:18])[CH3:17])[CH2:12][C@@H:11]([OH:23])[CH2:10]1)([C:4]([CH3:7])([CH3:6])[CH3:5])([CH3:3])[CH3:2].[H-].[Na+].[NH2:26][C:27]1[C:32]([N+:33]([O-:35])=[O:34])=[C:31](Cl)[CH:30]=[CH:29][N:28]=1. Product: [Si:1]([O:8][C@@H:9]1[C@H:13]([CH2:14][O:15][Si:16]([C:19]([CH3:22])([CH3:21])[CH3:20])([CH3:17])[CH3:18])[CH2:12][C@@H:11]([O:23][C:31]2[CH:30]=[CH:29][N:28]=[C:27]([NH2:26])[C:32]=2[N+:33]([O-:35])=[O:34])[CH2:10]1)([C:4]([CH3:7])([CH3:6])[CH3:5])([CH3:3])[CH3:2]. The catalyst class is: 1.